This data is from Experimentally validated miRNA-target interactions with 360,000+ pairs, plus equal number of negative samples. The task is: Binary Classification. Given a miRNA mature sequence and a target amino acid sequence, predict their likelihood of interaction. (1) The miRNA is hsa-miR-4708-3p with sequence AGCAAGGCGGCAUCUCUCUGAU. The protein sequence of the target gene is MDCYTANWNPLGDSAFYRKYELYSMDWDLKEELRDCLVAAAPYGGPIALLRNPWRKEKAASVRPVLDIYSASGMPLASLLWKSGPVVSLGWSAEEELLCVQEDGAVLVYGLHGDFRRHFSMGNEVLQNRVLDARIFHTEFGSGVAILTGAHRFTLSANVGDLKLRRMPEVPGLQSAPSCWTVLCQDRVAHILLAVGPDLYLLDHAACSAVTPPGLAPGVSSFLQMAVSFTYRHLALFTDTGYIWMGTASLKEKLCEFNCNIRAPPKQMVWCSRPRSKERAVVVAWERRLMVVGDAPESIQ.... Result: 0 (no interaction). (2) The miRNA is ebv-miR-BART2-5p with sequence UAUUUUCUGCAUUCGCCCUUGC. The protein sequence of the target gene is MNDSLFVSLDRLLLEFVFQYEQDISTKEEMIQRINKCCEDIKENKVTICRIHETINATDEEIDHYCKHSEEIKDNCRNWKPTCDVFRKHEDYMQDQFTVYQGTVEKDKEMYHDYICQYKEVLKQYQLKYSETPFSREYYEKKREHEEIQSRVLACTEQLKMNETIFMKFRVPAPFPSLTKWTLNIVNLRCETQDILKHASNLTKSSSELKKEVDEMEIEINYLNQQISRHNETKALSETLEEKNKNTENRKELKERIFGKDEHVLTLNKTQSSQLFLPYESQKLVRPIKMHSSEPRVADI.... Result: 0 (no interaction). (3) The miRNA is hsa-miR-21-5p with sequence UAGCUUAUCAGACUGAUGUUGA. The protein sequence of the target gene is MSTPDPPLGGTPRPGPSPGPGPSPGAMLGPSPGPSPGSAHSMMGPSPGPPSAGHPIPTQGPGGYPQDNMHQMHKPMESMHEKGMSDDPRYNQMKGMGMRSGGHAGMGPPPSPMDQHSQGYPSPLGGSEHASSPVPASGPSSGPQMSSGPGGAPLDGADPQALGQQNRGPTPFNQNQLHQLRAQIMAYKMLARGQPLPDHLQMAVQGKRPMPGMQQQMPTLPPPSVSATGPGPGPGPGPGPGPGPAPPNYSRPHGMGGPNMPPPGPSGVPPGMPGQPPGGPPKPWPEGPMANAAAPTSTPQ.... Result: 1 (interaction). (4) The miRNA is hsa-miR-548f-3p with sequence AAAAACUGUAAUUACUUUU. The protein sequence of the target gene is MKEYVLLLFLALCSAKPFFSPSHIALKNMMLKDMEDTDDDDDDDDDDDDDDEDNSLFPTREPRSHFFPFDLFPMCPFGCQCYSRVVHCSDLGLTSVPTNIPFDTRMLDLQNNKIKEIKENDFKGLTSLYGLILNNNKLTKIHPKAFLTTKKLRRLYLSHNQLSEIPLNLPKSLAELRIHENKVKKIQKDTFKGMNALHVLEMSANPLDNNGIEPGAFEGVTVFHIRIAEAKLTSVPKGLPPTLLELHLDYNKISTVELEDFKRYKELQRLGLGNNKITDIENGSLANIPRVREIHLENNK.... Result: 0 (no interaction). (5) The miRNA is hsa-miR-665 with sequence ACCAGGAGGCUGAGGCCCCU. The protein sequence of the target gene is MKFRAKIVDGACLNHFTRISNMIAKLAKTCTLRISPDKLNFILCDKLANGGVSMWCELEQENFFNEFQMEGVSAENNEIYLELTSENLSRALKTAQNARALKIKLTNKHFPCLTVSVELLSMSSSSRIVTHDIPIKVIPRKLWKDLQEPVVPDPDVSIYLPVLKTMKSVVEKMKNISNHLVIEANLDGELNLKIETELVCVTTHFKDLGNPPLASESTHEDRNVEHMAEVHIDIRKLLQFLAGQQVNPTKALCNIVNNKMVHFDLLHEDVSLQYFIPALS. Result: 1 (interaction). (6) The miRNA is hsa-miR-548ah-3p with sequence CAAAAACUGCAGUUACUUUUGC. The protein sequence of the target gene is MPQTSVVFSSILGPSCSGQVQPGMGERGGGAGGGSGDLIFQDGHLISGSLEALMEHLVPTVDYYPDRTYIFTFLLSSRVFMPPHDLLARVGQICVEQKQQLEAGPEKAKLKSFSAKIVQLLKEWTEAFPYDFQDEKAMAELKAITHRVTQCDEENGTVKKAIAQMTQSLLLSLAARSQLQELREKLRPPAVDKGPILKTKPPAAQKDILGVCCDPLVLAQQLTHIELDRVSSIYPEDLMQIVSHMDSLDNHRCRGDLTKTYSLEAYDNWFNCLSMLVATEVCRVVKKKHRTRMLEFFIDV.... Result: 1 (interaction).